Dataset: Catalyst prediction with 721,799 reactions and 888 catalyst types from USPTO. Task: Predict which catalyst facilitates the given reaction. (1) Reactant: C[O-].[Na+].C([O:7][CH2:8][CH2:9][C:10]1[CH:15]=[CH:14][C:13]([CH2:16][CH2:17][CH2:18][CH2:19][CH2:20][CH2:21][CH2:22][CH3:23])=[CH:12][CH:11]=1)(=O)C. Product: [CH2:16]([C:13]1[CH:12]=[CH:11][C:10]([CH2:9][CH2:8][OH:7])=[CH:15][CH:14]=1)[CH2:17][CH2:18][CH2:19][CH2:20][CH2:21][CH2:22][CH3:23]. The catalyst class is: 5. (2) Reactant: [C:1]([O:5][C:6](=[O:21])[CH2:7][C@@H:8]([CH2:12][CH2:13][CH2:14][CH:15]1[CH2:20][CH2:19][CH2:18][CH2:17][CH2:16]1)[C:9]([OH:11])=O)([CH3:4])([CH3:3])[CH3:2].O.ON1C2C=CC=CC=2N=N1.Cl.[CH2:34]([O:36][C:37](=[O:42])[C@H:38]([CH2:40][OH:41])[NH2:39])[CH3:35].C(N(CC)C(C)C)(C)C.Cl.CN(C)CCCN=C=NCC. Product: [CH:15]1([CH2:14][CH2:13][CH2:12][C@@H:8]([C:9]([NH:39][C@@H:38]([CH2:40][OH:41])[C:37]([O:36][CH2:34][CH3:35])=[O:42])=[O:11])[CH2:7][C:6]([O:5][C:1]([CH3:2])([CH3:3])[CH3:4])=[O:21])[CH2:20][CH2:19][CH2:18][CH2:17][CH2:16]1. The catalyst class is: 4. (3) Reactant: CC(C)([O-])C.[Na+].[Cl:7][C:8]1[CH:13]=[C:12]([S:14]([CH3:17])(=[O:16])=[O:15])[CH:11]=[CH:10][C:9]=1[NH:18][C:19]1[CH:24]=[C:23]([F:25])[CH:22]=[CH:21][C:20]=1[OH:26].Br[CH2:28][C:29]([O:31]CC)=[O:30].[OH-].[Na+].Cl. Product: [Cl:7][C:8]1[CH:13]=[C:12]([S:14]([CH3:17])(=[O:16])=[O:15])[CH:11]=[CH:10][C:9]=1[NH:18][C:19]1[CH:24]=[C:23]([F:25])[CH:22]=[CH:21][C:20]=1[O:26][CH2:28][C:29]([OH:31])=[O:30]. The catalyst class is: 1. (4) Reactant: [Cl:1][C:2]1[CH:3]=[C:4]([CH:15]=[O:16])[C:5]([NH:8]C(=O)C(C)(C)C)=[N:6][CH:7]=1. Product: [NH2:8][C:5]1[C:4]([CH:15]=[O:16])=[CH:3][C:2]([Cl:1])=[CH:7][N:6]=1. The catalyst class is: 33. (5) Reactant: Br[C:2]1[CH:3]=[C:4]([N:9]([CH3:16])[C:10]2[CH:11]=[N:12][CH:13]=[N:14][CH:15]=2)[CH:5]=[C:6]([Cl:8])[CH:7]=1.[Cl:17][C:18]1[CH:19]=[C:20]([CH:24]=[CH:25][CH:26]=1)[C:21]([NH2:23])=[O:22].CC([O-])(C)C.[Na+].CC1(C)C2C(=C(P(C3C=CC=CC=3)C3C=CC=CC=3)C=CC=2)OC2C(P(C3C=CC=CC=3)C3C=CC=CC=3)=CC=CC1=2. Product: [Cl:17][C:18]1[CH:19]=[C:20]([CH:24]=[CH:25][CH:26]=1)[C:21]([NH:23][C:2]1[CH:3]=[C:4]([N:9]([CH3:16])[C:10]2[CH:11]=[N:12][CH:13]=[N:14][CH:15]=2)[CH:5]=[C:6]([Cl:8])[CH:7]=1)=[O:22]. The catalyst class is: 222.